Dataset: Forward reaction prediction with 1.9M reactions from USPTO patents (1976-2016). Task: Predict the product of the given reaction. (1) The product is: [I:1][C:2]1[C:10]2[CH:9]=[N:8][CH:7]=[N:6][C:5]=2[N:4]([CH2:18][O:17][CH2:16][CH2:15][Si:14]([CH3:21])([CH3:20])[CH3:13])[CH:3]=1. Given the reactants [I:1][C:2]1[C:10]2[CH:9]=[N:8][CH:7]=[N:6][C:5]=2[NH:4][CH:3]=1.[H-].[Na+].[CH3:13][Si:14]([CH3:21])([CH3:20])[CH2:15][CH2:16][O:17][CH2:18]Cl.O, predict the reaction product. (2) Given the reactants [NH2:1][CH2:2][CH2:3][CH2:4][CH2:5][N:6]1[C:18]2[C:17]3[CH:16]=[CH:15][CH:14]=[CH:13][C:12]=3[N:11]=[C:10]([NH2:19])[C:9]=2[N:8]=[C:7]1[CH3:20].[CH:21]1([C:26](Cl)=[O:27])[CH2:25][CH2:24][CH2:23][CH2:22]1, predict the reaction product. The product is: [NH2:19][C:10]1[C:9]2[N:8]=[C:7]([CH3:20])[N:6]([CH2:5][CH2:4][CH2:3][CH2:2][NH:1][C:26]([CH:21]3[CH2:25][CH2:24][CH2:23][CH2:22]3)=[O:27])[C:18]=2[C:17]2[CH:16]=[CH:15][CH:14]=[CH:13][C:12]=2[N:11]=1. (3) Given the reactants [OH:1][CH:2]([C:6]1[CH:11]=[CH:10][C:9]([C:12]2[N:16]=[C:15]([C:17]3[O:21][N:20]=[C:19]([C:22]4[CH:27]=[CH:26][CH:25]=[CH:24][CH:23]=4)[C:18]=3[C:28]([F:31])([F:30])[F:29])[O:14][N:13]=2)=[CH:8][CH:7]=1)[C:3](O)=[O:4].Cl.[NH2:33][C:34]1([C:37]#[N:38])[CH2:36][CH2:35]1.CN(C(ON1N=NC2C=CC=NC1=2)=[N+](C)C)C.F[P-](F)(F)(F)(F)F.CN1CCOCC1, predict the reaction product. The product is: [C:37]([C:34]1([NH:33][C:3](=[O:4])[CH:2]([OH:1])[C:6]2[CH:7]=[CH:8][C:9]([C:12]3[N:16]=[C:15]([C:17]4[O:21][N:20]=[C:19]([C:22]5[CH:23]=[CH:24][CH:25]=[CH:26][CH:27]=5)[C:18]=4[C:28]([F:30])([F:31])[F:29])[O:14][N:13]=3)=[CH:10][CH:11]=2)[CH2:36][CH2:35]1)#[N:38]. (4) The product is: [Br:8][C:6]1[N:7]=[C:2]([Br:1])[C:3]2[N:4]([CH:11]=[CH:12][N:9]=2)[CH:5]=1. Given the reactants [Br:1][C:2]1[C:3]([NH2:9])=[N:4][CH:5]=[C:6]([Br:8])[N:7]=1.Br[CH2:11][CH:12](OC)OC.C(=O)([O-])O.[Na+], predict the reaction product. (5) Given the reactants [CH2:1]([C@@H:8]1[CH2:12][O:11][C:10](=[O:13])[N:9]1[C:14](=[O:22])[CH2:15][C:16]1[S:17][C:18]([Cl:21])=[CH:19][CH:20]=1)[C:2]1[CH:7]=[CH:6][CH:5]=[CH:4][CH:3]=1.C(N(CC)C(C)C)(C)C.[CH:32]([N:35]([CH2:43]OC)[C:36](=[O:42])[O:37][C:38]([CH3:41])([CH3:40])[CH3:39])([CH3:34])[CH3:33], predict the reaction product. The product is: [CH2:1]([C@@H:8]1[CH2:12][O:11][C:10](=[O:13])[N:9]1[C:14](=[O:22])[C@@H:15]([C:16]1[S:17][C:18]([Cl:21])=[CH:19][CH:20]=1)[CH2:43][N:35]([CH:32]([CH3:34])[CH3:33])[C:36](=[O:42])[O:37][C:38]([CH3:39])([CH3:41])[CH3:40])[C:2]1[CH:7]=[CH:6][CH:5]=[CH:4][CH:3]=1.